This data is from Full USPTO retrosynthesis dataset with 1.9M reactions from patents (1976-2016). The task is: Predict the reactants needed to synthesize the given product. (1) Given the product [C:34]([C:33]1[CH:36]=[CH:37][C:30]([NH:29][C:3](=[O:28])[C:4]2[CH:9]=[CH:8][CH:7]=[CH:6][C:5]=2[C:10]2[N:14]([CH2:15][CH:16]3[CH2:17][CH2:18][CH2:19][CH2:20][CH2:21]3)[C:13]3[CH:22]=[C:23]([F:27])[C:24]([F:26])=[CH:25][C:12]=3[N:11]=2)=[C:31]([F:38])[CH:32]=1)#[N:35], predict the reactants needed to synthesize it. The reactants are: CO[C:3](=[O:28])[C:4]1[CH:9]=[CH:8][CH:7]=[CH:6][C:5]=1[C:10]1[N:14]([CH2:15][CH:16]2[CH2:21][CH2:20][CH2:19][CH2:18][CH2:17]2)[C:13]2[CH:22]=[C:23]([F:27])[C:24]([F:26])=[CH:25][C:12]=2[N:11]=1.[NH2:29][C:30]1[CH:37]=[CH:36][C:33]([C:34]#[N:35])=[CH:32][C:31]=1[F:38]. (2) Given the product [NH2:9][C:8]1[C:7]2[CH:6]=[C:5]3[C:10]4([C:18]5[C:13](=[CH:14][CH:15]=[CH:16][CH:17]=5)[N:12]([CH2:19][C@H:20]5[CH2:24][CH2:23][CH2:22][O:21]5)[C:11]4=[O:25])[CH2:26][O:27][C:4]3=[CH:3][C:2]=2[O:32][N:31]=1, predict the reactants needed to synthesize it. The reactants are: F[C:2]1[C:7]([C:8]#[N:9])=[CH:6][C:5]2[C:10]3([CH2:26][O:27][C:4]=2[CH:3]=1)[C:18]1[C:13](=[CH:14][CH:15]=[CH:16][CH:17]=1)[N:12]([CH2:19][C@H:20]1[CH2:24][CH2:23][CH2:22][O:21]1)[C:11]3=[O:25].CC(=[N:31][OH:32])C.C(=O)([O-])[O-].[Cs+].[Cs+].O. (3) Given the product [CH3:17][N:4]1[C:5]2[C:10](=[CH:9][CH:8]=[CH:7][CH:6]=2)[C:11]([C:12]([F:15])([F:13])[F:14])=[C:2]([CH3:1])[C:3]1=[O:16], predict the reactants needed to synthesize it. The reactants are: [CH3:1][C:2]1[C:3](=[O:16])[NH:4][C:5]2[C:10]([C:11]=1[C:12]([F:15])([F:14])[F:13])=[CH:9][CH:8]=[CH:7][CH:6]=2.[C:17](=O)([O-])[O-].[K+].[K+].IC.O.